Dataset: Reaction yield outcomes from USPTO patents with 853,638 reactions. Task: Predict the reaction yield, written as a fraction of the theoretical maximum amount of product (1.0 means a 100% yield; for example, 0.34 means a 34% yield). (1) The reactants are CC1C=CC(S(O[C@H:12]([CH2:15][CH:16]([CH3:21])[CH2:17][CH2:18][CH:19]=[CH2:20])[CH2:13][CH3:14])(=O)=O)=CC=1.[CH2:22]([O:24][C:25](=[O:41])[CH2:26][N:27]=[C:28]([C:35]1[CH:40]=[CH:39][CH:38]=[CH:37][CH:36]=1)[C:29]1[CH:34]=[CH:33][CH:32]=[CH:31][CH:30]=1)[CH3:23].[Li+].C[Si]([N-][Si](C)(C)C)(C)C. The catalyst is C1(C)C=CC=CC=1. The product is [C:29]1([C:28](=[N:27][CH:26]([C@H:12]([CH2:13][CH3:14])[CH2:15][CH:16]([CH3:21])[CH2:17][CH2:18][CH:19]=[CH2:20])[C:25]([O:24][CH2:22][CH3:23])=[O:41])[C:35]2[CH:40]=[CH:39][CH:38]=[CH:37][CH:36]=2)[CH:30]=[CH:31][CH:32]=[CH:33][CH:34]=1. The yield is 0.357. (2) The yield is 0.950. The reactants are C[O:2][C:3]([C:5]1[C:13]([NH:14][C:15]2[CH:20]=[CH:19][C:18]([Br:21])=[CH:17][C:16]=2[CH3:22])=[C:12]([F:23])[C:8]2[NH:9][CH:10]=[N:11][C:7]=2[CH:6]=1)=[O:4].[OH-].[Na+].Cl. The product is [F:23][C:12]1[C:8]2[NH:9][CH:10]=[N:11][C:7]=2[CH:6]=[C:5]([C:3]([OH:4])=[O:2])[C:13]=1[NH:14][C:15]1[CH:20]=[CH:19][C:18]([Br:21])=[CH:17][C:16]=1[CH3:22]. The catalyst is CO.C(OCC)(=O)C.O. (3) The yield is 0.400. The product is [NH2:26][C:24]1[NH:23][C:22]2[CH:31]=[C:18]([S:15]([N:12]3[CH2:13][CH2:14][C:9](=[N:8][O:7][CH2:6][C:5]4[CH:32]=[CH:33][C:34]([F:35])=[C:3]([CH:4]=4)[C:1]#[N:2])[CH2:10][CH2:11]3)(=[O:16])=[O:17])[CH:19]=[CH:20][C:21]=2[N:25]=1. The reactants are [C:1]([C:3]1[CH:4]=[C:5]([CH:32]=[CH:33][C:34]=1[F:35])[CH2:6][O:7][N:8]=[C:9]1[CH2:14][CH2:13][N:12]([S:15]([C:18]2[CH:19]=[CH:20][C:21]3[N:25]=[C:24]([NH:26]C(=O)OC)[NH:23][C:22]=3[CH:31]=2)(=[O:17])=[O:16])[CH2:11][CH2:10]1)#[N:2].[OH-].[K+]. The catalyst is C(O)CO.O. (4) The reactants are CCN(CC)CC.[SH:8][CH2:9][C:10]([OH:12])=[O:11].Cl[C:14]1[CH:19]=[CH:18][C:17]([N+:20]([O-:22])=[O:21])=[CH:16][C:15]=1[N+:23]([O-:25])=[O:24].O. The catalyst is O1CCOCC1. The product is [N+:20]([C:17]1[CH:16]=[C:15]([N+:23]([O-:25])=[O:24])[CH:14]=[CH:19][C:18]=1[S:8][CH2:9][C:10]([OH:12])=[O:11])([O-:22])=[O:21]. The yield is 0.740. (5) The reactants are C(=O)(OC(C)(C)C)[O:2][C:3]1[N:7]([C:8]2[N:13]=[CH:12][CH:11]=[CH:10][N:9]=2)[N:6]=[C:5]([C:14]2[CH:19]=[CH:18][C:17]([C:20]3[CH:25]=[CH:24][CH:23]=[C:22]([C:26]4[CH:31]=[CH:30][CH:29]=[CH:28][CH:27]=4)[CH:21]=3)=[CH:16][CH:15]=2)[CH:4]=1.C(=O)(OC(C)(C)C)OC1N(C2C=CC=CN=2)N=C(C2C=CC(C3C=CC=CC=3)=CC=2)C=1. No catalyst specified. The product is [C:26]1([C:22]2[CH:21]=[C:20]([C:17]3[CH:16]=[CH:15][C:14]([C:5]4[CH:4]=[C:3]([OH:2])[N:7]([C:8]5[N:9]=[CH:10][CH:11]=[CH:12][N:13]=5)[N:6]=4)=[CH:19][CH:18]=3)[CH:25]=[CH:24][CH:23]=2)[CH:27]=[CH:28][CH:29]=[CH:30][CH:31]=1. The yield is 0.930.